The task is: Predict the reaction yield, written as a fraction of the theoretical maximum amount of product (1.0 means a 100% yield; for example, 0.34 means a 34% yield).. This data is from Reaction yield outcomes from USPTO patents with 853,638 reactions. (1) The reactants are C([NH:20][C:21]1[NH:22][C:23](=O)[C:24]2[N:25]=[CH:26][N:27](C(C3C=CC=CC=3)(C3C=CC=CC=3)C3C=CC=CC=3)[C:28]=2[N:29]=1)(C1C=CC=CC=1)(C1C=CC=CC=1)C1C=CC=CC=1.II.C1C=CC(P(C2C=CC=CC=2)C2C=CC=CC=2)=CC=1.[NH:71]1[CH:75]=[CH:74][N:73]=[CH:72]1.CCN(C(C)C)C(C)C. The catalyst is C1(C)C=CC=CC=1. The product is [NH2:20][C:21]1[N:29]=[C:28]2[C:24]([NH:25][CH:26]=[N:27]2)=[C:23]([N:71]2[CH:75]=[CH:74][N:73]=[CH:72]2)[N:22]=1. The yield is 0.690. (2) The reactants are [F:1][C:2]1[CH:7]=[CH:6][C:5]([C:8]2[O:9][C:10]3[CH:20]=[C:19]([N:21]([CH3:26])[S:22]([CH3:25])(=[O:24])=[O:23])[C:18](B4OC(C)(C)C(C)(C)O4)=[CH:17][C:11]=3[C:12]=2[C:13]([NH:15][CH3:16])=[O:14])=[CH:4][CH:3]=1.Br[C:37]1[CH:38]=[CH:39][C:40](=[O:44])[N:41]([CH3:43])[CH:42]=1. The catalyst is O1CCOCC1.O.[Pd](Cl)Cl.C(P(C(C)(C)C)[C-]1C=CC=C1)(C)(C)C.[C-]1(P(C(C)(C)C)C(C)(C)C)C=CC=C1.[Fe+2]. The product is [F:1][C:2]1[CH:3]=[CH:4][C:5]([C:8]2[O:9][C:10]3[CH:20]=[C:19]([N:21]([CH3:26])[S:22]([CH3:25])(=[O:24])=[O:23])[C:18]([C:37]4[CH:38]=[CH:39][C:40](=[O:44])[N:41]([CH3:43])[CH:42]=4)=[CH:17][C:11]=3[C:12]=2[C:13]([NH:15][CH3:16])=[O:14])=[CH:6][CH:7]=1. The yield is 0.730.